This data is from Catalyst prediction with 721,799 reactions and 888 catalyst types from USPTO. The task is: Predict which catalyst facilitates the given reaction. (1) Reactant: [CH:1]([O:4][C:5]([C:7]1[C@@H:8]([C:35]2[CH:40]=[CH:39][CH:38]=[C:37]([N+:41]([O-:43])=[O:42])[CH:36]=2)[C:9]([C:15]([O:17][CH:18]2[CH2:21][N:20]([CH:22]([C:29]3[CH:34]=[CH:33][CH:32]=[CH:31][CH:30]=3)[C:23]3[CH:28]=[CH:27][CH:26]=[CH:25][CH:24]=3)[CH2:19]2)=[O:16])=[C:10]([NH2:14])[NH:11][C:12]=1[CH3:13])=[O:6])([CH3:3])[CH3:2].[S:44](=[O:48])(=[O:47])([OH:46])[OH:45]. Product: [OH2:4].[OH2:45].[S:44]([O:46][S:44]([OH:47])(=[O:46])=[O:45])([OH:45])(=[O:48])=[O:47].[CH:1]([O:4][C:5]([C:7]1[C@@H:8]([C:35]2[CH:40]=[CH:39][CH:38]=[C:37]([N+:41]([O-:43])=[O:42])[CH:36]=2)[C:9]([C:15]([O:17][CH:18]2[CH2:19][N:20]([CH:22]([C:29]3[CH:34]=[CH:33][CH:32]=[CH:31][CH:30]=3)[C:23]3[CH:28]=[CH:27][CH:26]=[CH:25][CH:24]=3)[CH2:21]2)=[O:16])=[C:10]([NH2:14])[NH:11][C:12]=1[CH3:13])=[O:6])([CH3:3])[CH3:2]. The catalyst class is: 13. (2) The catalyst class is: 5. Reactant: C[O:2][C:3](=[O:22])[CH2:4][CH2:5][N:6]1[C:11]2[CH:12]=[C:13]([Cl:17])[CH:14]=[C:15]([Cl:16])[C:10]=2[O:9][CH:8]([CH:18]([CH3:20])[CH3:19])[C:7]1=[O:21].[OH-].[Na+]. Product: [Cl:17][C:13]1[CH:14]=[C:15]([Cl:16])[C:10]2[O:9][CH:8]([CH:18]([CH3:20])[CH3:19])[C:7](=[O:21])[N:6]([CH2:5][CH2:4][C:3]([OH:22])=[O:2])[C:11]=2[CH:12]=1. (3) Reactant: [NH2:1][C:2]1[CH:3]=[C:4]([S:9]([N:12]([CH2:15][CH3:16])[CH2:13][CH3:14])(=[O:11])=[O:10])[CH:5]=[CH:6][C:7]=1[OH:8].N1C=CN=C1.[C:22]([Si:26](Cl)([CH3:28])[CH3:27])([CH3:25])([CH3:24])[CH3:23].O. Product: [NH2:1][C:2]1[CH:3]=[C:4]([S:9]([N:12]([CH2:15][CH3:16])[CH2:13][CH3:14])(=[O:11])=[O:10])[CH:5]=[CH:6][C:7]=1[O:8][Si:26]([C:22]([CH3:25])([CH3:24])[CH3:23])([CH3:28])[CH3:27]. The catalyst class is: 9. (4) Reactant: [Cl:1][C:2]1[CH:3]=[C:4]([C:8]2[O:12][C:11]([CH2:13][CH2:14][C:15](NN)=[O:16])=[N:10][N:9]=2)[CH:5]=[CH:6][CH:7]=1.ClC1C=C(C2[O:30][C:29](CCC(O)=O)=NN=2)C=CC=1.IC.C([O-])([O-])=O.[K+].[K+]. Product: [CH3:29][O:30][C:15](=[O:16])[CH2:14][CH2:13][C:11]1[O:12][C:8]([C:4]2[CH:5]=[CH:6][CH:7]=[C:2]([Cl:1])[CH:3]=2)=[N:9][N:10]=1. The catalyst class is: 39.